From a dataset of Catalyst prediction with 721,799 reactions and 888 catalyst types from USPTO. Predict which catalyst facilitates the given reaction. (1) Reactant: [Si]([O:8][CH2:9][CH:10]1[O:14][N:13]=[C:12]([C:15]2[CH:20]=[CH:19][C:18]([C:21]3[CH:26]=[CH:25][C:24]([N:27]4[CH2:31][C@H:30]([CH2:32][NH:33][C:34](=[O:36])[CH3:35])[O:29][C:28]4=[O:37])=[CH:23][C:22]=3[F:38])=[C:17](F)[CH:16]=2)[CH2:11]1)(C(C)(C)C)(C)C.[F-:40].C([N+](CCCC)(CCCC)CCCC)CCC.O1CCCC1.O. Product: [F:40][C:22]1([F:38])[CH2:23][C:24]([N:27]2[CH2:31][C@H:30]([CH2:32][NH:33][C:34](=[O:36])[CH3:35])[O:29][C:28]2=[O:37])=[CH:25][CH:26]=[C:21]1[C:18]1[CH:17]=[CH:16][C:15]([C:12]2[CH2:11][CH:10]([CH2:9][OH:8])[O:14][N:13]=2)=[CH:20][CH:19]=1. The catalyst class is: 4. (2) Reactant: [F:1][C:2]1[CH:3]=[C:4]([CH:20]=[CH:21][CH:22]=1)[CH2:5][CH:6]1[CH2:11][CH:10]([C:12]([O:14]C)=[O:13])[CH2:9][CH2:8][N:7]1[C:16]([O:18][CH3:19])=[O:17].[Br-].[Li+].C(N(CC)CC)C.CC(OC)(C)C. Product: [F:1][C:2]1[CH:3]=[C:4]([CH:20]=[CH:21][CH:22]=1)[CH2:5][CH:6]1[CH2:11][CH:10]([C:12]([OH:14])=[O:13])[CH2:9][CH2:8][N:7]1[C:16]([O:18][CH3:19])=[O:17]. The catalyst class is: 47. (3) Reactant: Br[C:2]1[CH:3]=[N:4][CH:5]=[C:6]([Br:8])[CH:7]=1.[C:9]([NH:16][CH:17]1[CH2:22][CH2:21][NH:20][CH2:19][CH2:18]1)([O:11][C:12]([CH3:15])([CH3:14])[CH3:13])=[O:10].C1(P(C2C=CC=CC=2)C2C=CC3C(=CC=CC=3)C=2C2C3C(=CC=CC=3)C=CC=2P(C2C=CC=CC=2)C2C=CC=CC=2)C=CC=CC=1.CC(C)([O-])C.[Na+]. Product: [Br:8][C:6]1[CH:7]=[C:2]([N:20]2[CH2:19][CH2:18][CH:17]([NH:16][C:9](=[O:10])[O:11][C:12]([CH3:14])([CH3:13])[CH3:15])[CH2:22][CH2:21]2)[CH:3]=[N:4][CH:5]=1. The catalyst class is: 101. (4) Reactant: [F:1][C:2]([F:12])([F:11])[C:3]1[N:8]=[CH:7][C:6]([CH2:9]O)=[CH:5][CH:4]=1.O=P(Cl)(Cl)[Cl:15].O. Product: [Cl:15][CH2:9][C:6]1[CH:5]=[CH:4][C:3]([C:2]([F:12])([F:11])[F:1])=[N:8][CH:7]=1. The catalyst class is: 3. (5) Reactant: Cl[C:2]1[N:7]2[N:8]=[CH:9][CH:10]=[C:6]2[N:5]=[C:4]([CH3:11])[C:3]=1[CH:12]([CH2:18][CH2:19][CH3:20])[C:13]([O:15][CH2:16][CH3:17])=[O:14].[C:21]([NH:28][C@@H:29]1[CH2:34][CH2:33][CH2:32][NH:31][CH2:30]1)([O:23][C:24]([CH3:27])([CH3:26])[CH3:25])=[O:22].C(N(C(C)C)CC)(C)C. Product: [C:24]([O:23][C:21]([NH:28][C@@H:29]1[CH2:34][CH2:33][CH2:32][N:31]([C:2]2[N:7]3[N:8]=[CH:9][CH:10]=[C:6]3[N:5]=[C:4]([CH3:11])[C:3]=2[CH:12]([CH2:18][CH2:19][CH3:20])[C:13]([O:15][CH2:16][CH3:17])=[O:14])[CH2:30]1)=[O:22])([CH3:27])([CH3:25])[CH3:26]. The catalyst class is: 11. (6) Reactant: [CH2:1]([N:8]1[C@@H:13]2[CH2:14][CH2:15][C@@:9]1([C:17]1[CH:22]=[CH:21][CH:20]=[CH:19][CH:18]=1)[C@H:10]([OH:16])[CH2:11][CH2:12]2)[C:2]1[CH:7]=[CH:6][CH:5]=[CH:4][CH:3]=1.[H-].[Na+].[F:25][C:26]([F:40])([F:39])[C:27]1[CH:34]=[CH:33][C:32]([C:35]([F:38])([F:37])[F:36])=[CH:31][C:28]=1[CH2:29]Br.C(Br)C1C=CC=CC=1. Product: [CH2:1]([N:8]1[C@@H:13]2[CH2:14][CH2:15][C@@:9]1([C:17]1[CH:22]=[CH:21][CH:20]=[CH:19][CH:18]=1)[C@H:10]([O:16][CH2:29][C:28]1[CH:31]=[C:32]([C:35]([F:37])([F:38])[F:36])[CH:33]=[CH:34][C:27]=1[C:26]([F:25])([F:39])[F:40])[CH2:11][CH2:12]2)[C:2]1[CH:3]=[CH:4][CH:5]=[CH:6][CH:7]=1. The catalyst class is: 90.